Task: Regression. Given a peptide amino acid sequence and an MHC pseudo amino acid sequence, predict their binding affinity value. This is MHC class II binding data.. Dataset: Peptide-MHC class II binding affinity with 134,281 pairs from IEDB (1) The peptide sequence is INEPTAAPIAYGLDR. The MHC is HLA-DQA10501-DQB10301 with pseudo-sequence HLA-DQA10501-DQB10301. The binding affinity (normalized) is 0.739. (2) The peptide sequence is SMEVQSLAMSTTISV. The MHC is DRB1_0101 with pseudo-sequence DRB1_0101. The binding affinity (normalized) is 0.591. (3) The peptide sequence is GDSYIIVGRGDSRLT. The MHC is DRB1_1301 with pseudo-sequence DRB1_1301. The binding affinity (normalized) is 0. (4) The peptide sequence is DTFRKLFGVYSNFLR. The MHC is DRB1_0901 with pseudo-sequence DRB1_0901. The binding affinity (normalized) is 0.486. (5) The peptide sequence is RDGHEKPMNVQSLGW. The MHC is DRB3_0101 with pseudo-sequence DRB3_0101. The binding affinity (normalized) is 0.168. (6) The peptide sequence is GIVVAWKVRLLPVPP. The MHC is DRB3_0101 with pseudo-sequence DRB3_0101. The binding affinity (normalized) is 0.643.